This data is from Reaction yield outcomes from USPTO patents with 853,638 reactions. The task is: Predict the reaction yield, written as a fraction of the theoretical maximum amount of product (1.0 means a 100% yield; for example, 0.34 means a 34% yield). (1) The reactants are [Br:1][C:2]1[CH:7]=[CH:6][C:5]2[C:8]3([CH2:18][O:19][C:4]=2[CH:3]=1)[C:16]1[C:11](=[CH:12][CH:13]=[CH:14][CH:15]=1)[NH:10][C:9]3=[O:17].C(=O)([O-])[O-].[Cs+].[Cs+].CC1C=CC(S(O[CH2:37][C@H:38]2[CH2:42][CH2:41][CH2:40][O:39]2)(=O)=O)=CC=1. The catalyst is CC(=O)CC. The product is [Br:1][C:2]1[CH:7]=[CH:6][C:5]2[C:8]3([CH2:18][O:19][C:4]=2[CH:3]=1)[C:16]1[C:11](=[CH:12][CH:13]=[CH:14][CH:15]=1)[N:10]([CH2:37][C@H:38]1[CH2:42][CH2:41][CH2:40][O:39]1)[C:9]3=[O:17]. The yield is 1.00. (2) The reactants are [C:1]([C:5]1[CH:10]=[C:9](Br)[C:8]([N+:12]([O-:14])=[O:13])=[CH:7][C:6]=1[O:15][CH3:16])([CH3:4])([CH3:3])[CH3:2].[F-:17].[K+].[K+].[Br-].Cl[C:22]([F:28])([F:27])C(OC)=O. The catalyst is CN(C=O)C.O.[Cu]I. The product is [C:1]([C:5]1[CH:10]=[C:9]([C:22]([F:28])([F:17])[F:27])[C:8]([N+:12]([O-:14])=[O:13])=[CH:7][C:6]=1[O:15][CH3:16])([CH3:4])([CH3:3])[CH3:2]. The yield is 0.610. (3) The reactants are [N:1]1[C:10]2[C:5](=[CH:6][CH:7]=[CH:8][C:9]=2[C:11]([OH:13])=O)[CH:4]=[CH:3][CH:2]=1.[NH:14]1[C:18]2[CH:19]=[CH:20][CH:21]=[CH:22][C:17]=2[N:16]=[C:15]1[C:23]1[C:27]([NH2:28])=[CH:26][NH:25][N:24]=1.C(Cl)CCl.C1C=CC2N(O)N=NC=2C=1. The catalyst is CN(C=O)C. The product is [NH:16]1[C:17]2[CH:22]=[CH:21][CH:20]=[CH:19][C:18]=2[N:14]=[C:15]1[C:23]1[C:27]([NH:28][C:11]([C:9]2[CH:8]=[CH:7][CH:6]=[C:5]3[C:10]=2[N:1]=[CH:2][CH:3]=[CH:4]3)=[O:13])=[CH:26][NH:25][N:24]=1. The yield is 0.0600.